From a dataset of NCI-60 drug combinations with 297,098 pairs across 59 cell lines. Regression. Given two drug SMILES strings and cell line genomic features, predict the synergy score measuring deviation from expected non-interaction effect. (1) Drug 1: CC(C1=C(C=CC(=C1Cl)F)Cl)OC2=C(N=CC(=C2)C3=CN(N=C3)C4CCNCC4)N. Drug 2: CC1C(C(=O)NC(C(=O)N2CCCC2C(=O)N(CC(=O)N(C(C(=O)O1)C(C)C)C)C)C(C)C)NC(=O)C3=C4C(=C(C=C3)C)OC5=C(C(=O)C(=C(C5=N4)C(=O)NC6C(OC(=O)C(N(C(=O)CN(C(=O)C7CCCN7C(=O)C(NC6=O)C(C)C)C)C)C(C)C)C)N)C. Cell line: SF-268. Synergy scores: CSS=26.3, Synergy_ZIP=12.2, Synergy_Bliss=17.8, Synergy_Loewe=14.3, Synergy_HSA=14.7. (2) Drug 1: CCC1=CC2CC(C3=C(CN(C2)C1)C4=CC=CC=C4N3)(C5=C(C=C6C(=C5)C78CCN9C7C(C=CC9)(C(C(C8N6C)(C(=O)OC)O)OC(=O)C)CC)OC)C(=O)OC.C(C(C(=O)O)O)(C(=O)O)O. Drug 2: CC1C(C(=O)NC(C(=O)N2CCCC2C(=O)N(CC(=O)N(C(C(=O)O1)C(C)C)C)C)C(C)C)NC(=O)C3=C4C(=C(C=C3)C)OC5=C(C(=O)C(=C(C5=N4)C(=O)NC6C(OC(=O)C(N(C(=O)CN(C(=O)C7CCCN7C(=O)C(NC6=O)C(C)C)C)C)C(C)C)C)N)C. Cell line: UACC62. Synergy scores: CSS=45.8, Synergy_ZIP=0.539, Synergy_Bliss=0.732, Synergy_Loewe=1.06, Synergy_HSA=1.14. (3) Drug 1: CC1=CC2C(CCC3(C2CCC3(C(=O)C)OC(=O)C)C)C4(C1=CC(=O)CC4)C. Drug 2: CCC1(CC2CC(C3=C(CCN(C2)C1)C4=CC=CC=C4N3)(C5=C(C=C6C(=C5)C78CCN9C7C(C=CC9)(C(C(C8N6C=O)(C(=O)OC)O)OC(=O)C)CC)OC)C(=O)OC)O.OS(=O)(=O)O. Cell line: COLO 205. Synergy scores: CSS=42.7, Synergy_ZIP=6.91, Synergy_Bliss=10.5, Synergy_Loewe=-28.6, Synergy_HSA=6.64. (4) Drug 1: C1=NC2=C(N=C(N=C2N1C3C(C(C(O3)CO)O)O)F)N. Drug 2: C(CN)CNCCSP(=O)(O)O. Cell line: CCRF-CEM. Synergy scores: CSS=45.1, Synergy_ZIP=3.28, Synergy_Bliss=3.79, Synergy_Loewe=-54.2, Synergy_HSA=2.85. (5) Drug 1: CC1C(C(CC(O1)OC2CC(CC3=C2C(=C4C(=C3O)C(=O)C5=C(C4=O)C(=CC=C5)OC)O)(C(=O)C)O)N)O.Cl. Drug 2: C1=NC2=C(N=C(N=C2N1C3C(C(C(O3)CO)O)O)F)N. Cell line: NCI-H460. Synergy scores: CSS=4.55, Synergy_ZIP=-0.987, Synergy_Bliss=-4.79, Synergy_Loewe=-51.9, Synergy_HSA=-4.75. (6) Drug 1: CC1OCC2C(O1)C(C(C(O2)OC3C4COC(=O)C4C(C5=CC6=C(C=C35)OCO6)C7=CC(=C(C(=C7)OC)O)OC)O)O. Drug 2: C1=NNC2=C1C(=O)NC=N2. Cell line: T-47D. Synergy scores: CSS=30.9, Synergy_ZIP=-9.09, Synergy_Bliss=-0.730, Synergy_Loewe=-60.3, Synergy_HSA=-1.53.